Dataset: Full USPTO retrosynthesis dataset with 1.9M reactions from patents (1976-2016). Task: Predict the reactants needed to synthesize the given product. (1) Given the product [CH2:1]([N:5]([CH2:18][CH:19]([CH3:21])[CH3:20])[C:6]1[CH:11]=[CH:10][C:9](/[CH:23]=[CH:24]\[C:25]([O:27][CH2:28][CH3:29])=[O:26])=[CH:8][C:7]=1[N+:15]([O-:17])=[O:16])[CH:2]([CH3:4])[CH3:3], predict the reactants needed to synthesize it. The reactants are: [CH2:1]([N:5]([CH2:18][CH:19]([CH3:21])[CH3:20])[C:6]1[CH:11]=[CH:10][C:9](B(O)O)=[CH:8][C:7]=1[N+:15]([O-:17])=[O:16])[CH:2]([CH3:4])[CH3:3].I/[CH:23]=[CH:24]\[C:25]([O:27][CH2:28][CH3:29])=[O:26].C(=O)([O-])[O-].[K+].[K+]. (2) The reactants are: [Cl-].[Li+].BrC(Br)C.Cl[Si](C)(C)C.[C:12]([N:19]1[CH2:22][CH:21](I)[CH2:20]1)([O:14][C:15]([CH3:18])([CH3:17])[CH3:16])=[O:13].[CH2:24]([C:26]1[CH:42]=[CH:41][C:29]([CH2:30][O:31][C:32]2[CH:37]=[CH:36][C:35](I)=[CH:34][C:33]=2[O:39][CH3:40])=[CH:28][CH:27]=1)[CH3:25].[NH4+].[Cl-]. Given the product [CH2:24]([C:26]1[CH:42]=[CH:41][C:29]([CH2:30][O:31][C:32]2[CH:37]=[CH:36][C:35]([CH:21]3[CH2:22][N:19]([C:12]([O:14][C:15]([CH3:18])([CH3:17])[CH3:16])=[O:13])[CH2:20]3)=[CH:34][C:33]=2[O:39][CH3:40])=[CH:28][CH:27]=1)[CH3:25], predict the reactants needed to synthesize it. (3) The reactants are: [O:1]=[C:2]1[N:6]([CH2:7][CH2:8][C:9]([NH:11][C@H:12]([B:30]2[O:34][CH:33]3[CH2:35][CH:36]4[CH2:39][CH:38]([C:32]3([CH3:42])[O:31]2)[C:37]4([CH3:41])[CH3:40])[CH2:13][C:14]2[C:22]3[C:17](=[CH:18][CH:19]=[CH:20][CH:21]=3)[N:16](C(OC(C)(C)C)=O)[CH:15]=2)=[O:10])[C:5]2[CH:43]=[CH:44][CH:45]=[CH:46][C:4]=2[S:3]1.[ClH:47]. Given the product [ClH:47].[NH:16]1[C:17]2[C:22](=[CH:21][CH:20]=[CH:19][CH:18]=2)[C:14]([CH2:13][C@H:12]([NH:11][C:9](=[O:10])[CH2:8][CH2:7][N:6]2[C:5]3[CH:43]=[CH:44][CH:45]=[CH:46][C:4]=3[S:3][C:2]2=[O:1])[B:30]2[O:34][CH:33]3[CH2:35][CH:36]4[CH2:39][CH:38]([C:32]3([CH3:42])[O:31]2)[C:37]4([CH3:40])[CH3:41])=[CH:15]1, predict the reactants needed to synthesize it. (4) Given the product [CH3:34][C:7]1([C:6]2[S:5][C:4]([NH:20][C:21]([NH:23][CH2:27][CH2:26][C:31]([OH:33])=[O:32])=[O:22])=[N:3][CH:2]=2)[CH2:11][S:10][C:9]([C:12]([N:14]2[CH2:19][CH2:18][O:17][CH2:16][CH2:15]2)=[O:13])=[N:8]1, predict the reactants needed to synthesize it. The reactants are: C[C:2]1[N:3]=[C:4]([NH:20][C:21]([N:23]2[CH:27]=[CH:26]N=C2)=[O:22])[S:5][C:6]=1[C:7]1[N:8]=[C:9]([C:12]([N:14]2[CH2:19][CH2:18][O:17][CH2:16][CH2:15]2)=[O:13])[S:10][CH:11]=1.NCC[C:31]([OH:33])=[O:32].[CH2:34](N(CC)CC)C. (5) Given the product [CH2:7]([P:10]([C:15]1[CH:16]=[CH:17][C:18]([NH:21][C:23]2[N:31]=[C:30]([I:32])[N:29]=[C:28]3[C:24]=2[N:25]=[CH:26][N:27]3[CH:33]2[CH2:38][CH2:37][CH2:36][CH2:35][O:34]2)=[CH:19][CH:20]=1)([CH2:12][CH2:13][CH3:14])=[O:11])[CH2:8][CH3:9], predict the reactants needed to synthesize it. The reactants are: CC(C)([O-])C.[K+].[CH2:7]([P:10]([C:15]1[CH:20]=[CH:19][C:18]([NH2:21])=[CH:17][CH:16]=1)([CH2:12][CH2:13][CH3:14])=[O:11])[CH2:8][CH3:9].Cl[C:23]1[N:31]=[C:30]([I:32])[N:29]=[C:28]2[C:24]=1[N:25]=[CH:26][N:27]2[CH:33]1[CH2:38][CH2:37][CH2:36][CH2:35][O:34]1. (6) Given the product [Br-:1].[Br-:1].[CH2:2]([N+:15]1[CH:16]=[CH:17][C:18]2[C:23](=[CH:22][CH:21]=[CH:20][CH:19]=2)[CH:14]=1)[CH2:3][CH2:4][CH2:5][CH2:6][CH2:7][CH2:8][CH2:9][CH2:10][CH2:11][CH2:12][N+:15]1[CH:16]=[CH:17][C:18]2[C:23](=[CH:22][CH:21]=[CH:20][CH:19]=2)[CH:14]=1, predict the reactants needed to synthesize it. The reactants are: [Br:1][CH2:2][CH2:3][CH2:4][CH2:5][CH2:6][CH2:7][CH2:8][CH2:9][CH2:10][CH2:11][CH2:12]Br.[CH:14]1[C:23]2[C:18](=[CH:19][CH:20]=[CH:21][CH:22]=2)[CH:17]=[CH:16][N:15]=1. (7) Given the product [CH3:22][O:23][C:24](=[O:53])[C:25]([C:28]1[CH:29]=[CH:30][C:31]([C:18]#[C:17][C:9]2[CH:8]=[C:7]([O:19][CH3:20])[C:6]3[CH:5]([N:4]([CH:1]4[CH2:3][CH2:2]4)[CH3:21])[CH2:14][CH2:13][C:12]([CH3:15])([CH3:16])[C:11]=3[CH:10]=2)=[CH:32][CH:33]=1)([CH3:27])[CH3:26], predict the reactants needed to synthesize it. The reactants are: [CH:1]1([N:4]([CH3:21])[CH:5]2[CH2:14][CH2:13][C:12]([CH3:16])([CH3:15])[C:11]3[CH:10]=[C:9]([C:17]#[CH:18])[CH:8]=[C:7]([O:19][CH3:20])[C:6]2=3)[CH2:3][CH2:2]1.[CH3:22][O:23][C:24](=[O:53])[C:25]([C:28]1[CH:33]=[CH:32][C:31](C#CC2C=C(C3CC3)C3OC4(CC4)CC(C)(C)C=3C=2)=[CH:30][CH:29]=1)([CH3:27])[CH3:26].C(N(CC)CC)C.C(OCC)(=O)C. (8) Given the product [Br:11][C:9]1[CH:8]=[CH:7][C:6]([O:12][CH3:13])=[C:5]([C:3]2[N:20]=[C:15]3[CH:16]=[CH:17][CH:18]=[CH:19][N:14]3[CH:2]=2)[CH:10]=1, predict the reactants needed to synthesize it. The reactants are: Br[CH2:2][C:3]([C:5]1[CH:10]=[C:9]([Br:11])[CH:8]=[CH:7][C:6]=1[O:12][CH3:13])=O.[N:14]1[CH:19]=[CH:18][CH:17]=[CH:16][C:15]=1[NH2:20].